From a dataset of Full USPTO retrosynthesis dataset with 1.9M reactions from patents (1976-2016). Predict the reactants needed to synthesize the given product. (1) Given the product [CH2:1]([C:5]1([CH3:32])[CH2:10][CH2:9][N:8]([C:11]2[N:16]3[CH:17]=[C:18]([C:20]([O:22][CH2:23][CH3:24])=[O:21])[N:19]=[C:15]3[CH:14]=[C:13]([CH3:25])[C:12]=2[C@H:26]([OH:31])[C:27]([O:29][CH3:30])=[O:28])[CH2:7][CH2:6]1)[CH2:2][CH:3]=[CH2:4], predict the reactants needed to synthesize it. The reactants are: [CH2:1]([C:5]1([CH3:32])[CH2:10][CH2:9][N:8]([C:11]2[N:16]3[CH:17]=[C:18]([C:20]([O:22][CH2:23][CH3:24])=[O:21])[N:19]=[C:15]3[CH:14]=[C:13]([CH3:25])[C:12]=2[C:26](=[O:31])[C:27]([O:29][CH3:30])=[O:28])[CH2:7][CH2:6]1)[CH2:2][CH:3]=[CH2:4].CC(O)C.C(=O)=O.[B]1OC2C(=CC=CC=2)O1.C([O-])([O-])=O.[K+].[K+]. (2) The reactants are: [C:1]([O:5][C:6]([C:8]1[C:16]2[C:11](=[CH:12][CH:13]=[CH:14][CH:15]=2)[NH:10][CH:9]=1)=[O:7])([CH3:4])([CH3:3])[CH3:2].BrC[CH:19]([CH2:36]C([O-])=O)[CH2:20][O:21][C:22]1[CH:27]=[CH:26][C:25]([CH2:28][CH2:29][CH2:30][CH2:31][CH2:32][CH2:33][CH2:34][CH3:35])=[CH:24][CH:23]=1. Given the product [C:1]([O:5][C:6]([C:8]1[C:16]2[C:11](=[CH:12][CH:13]=[CH:14][CH:15]=2)[N:10]([CH2:36][CH:19]([O:7][C:6](=[O:5])[CH3:8])[CH2:20][O:21][C:22]2[CH:23]=[CH:24][C:25]([CH2:28][CH2:29][CH2:30][CH2:31][CH2:32][CH2:33][CH2:34][CH3:35])=[CH:26][CH:27]=2)[CH:9]=1)=[O:7])([CH3:4])([CH3:2])[CH3:3], predict the reactants needed to synthesize it.